Dataset: NCI-60 drug combinations with 297,098 pairs across 59 cell lines. Task: Regression. Given two drug SMILES strings and cell line genomic features, predict the synergy score measuring deviation from expected non-interaction effect. (1) Synergy scores: CSS=60.4, Synergy_ZIP=-5.77, Synergy_Bliss=-9.14, Synergy_Loewe=-21.4, Synergy_HSA=-3.67. Cell line: SK-MEL-5. Drug 2: CC12CCC3C(C1CCC2OP(=O)(O)O)CCC4=C3C=CC(=C4)OC(=O)N(CCCl)CCCl.[Na+]. Drug 1: C1C(C(OC1N2C=NC3=C(N=C(N=C32)Cl)N)CO)O. (2) Drug 1: C1CC(C1)(C(=O)O)C(=O)O.[NH2-].[NH2-].[Pt+2]. Drug 2: CC1=C2C(C(=O)C3(C(CC4C(C3C(C(C2(C)C)(CC1OC(=O)C(C(C5=CC=CC=C5)NC(=O)OC(C)(C)C)O)O)OC(=O)C6=CC=CC=C6)(CO4)OC(=O)C)O)C)O. Cell line: OVCAR3. Synergy scores: CSS=12.2, Synergy_ZIP=-4.99, Synergy_Bliss=-5.04, Synergy_Loewe=-3.55, Synergy_HSA=-3.51. (3) Drug 1: CC(CN1CC(=O)NC(=O)C1)N2CC(=O)NC(=O)C2. Drug 2: C1=CN(C=N1)CC(O)(P(=O)(O)O)P(=O)(O)O. Cell line: SR. Synergy scores: CSS=10.2, Synergy_ZIP=-12.4, Synergy_Bliss=-21.5, Synergy_Loewe=-23.3, Synergy_HSA=-18.2. (4) Drug 1: C1=CN(C=N1)CC(O)(P(=O)(O)O)P(=O)(O)O. Drug 2: N.N.Cl[Pt+2]Cl. Cell line: BT-549. Synergy scores: CSS=19.6, Synergy_ZIP=-2.73, Synergy_Bliss=2.88, Synergy_Loewe=-6.17, Synergy_HSA=-2.63. (5) Drug 1: CC12CCC3C(C1CCC2=O)CC(=C)C4=CC(=O)C=CC34C. Drug 2: C1=CC=C(C(=C1)C(C2=CC=C(C=C2)Cl)C(Cl)Cl)Cl. Cell line: MDA-MB-435. Synergy scores: CSS=22.3, Synergy_ZIP=1.58, Synergy_Bliss=2.84, Synergy_Loewe=2.97, Synergy_HSA=2.34. (6) Drug 1: CCC1=C2CN3C(=CC4=C(C3=O)COC(=O)C4(CC)O)C2=NC5=C1C=C(C=C5)O. Drug 2: C1=NC(=NC(=O)N1C2C(C(C(O2)CO)O)O)N. Cell line: SK-MEL-5. Synergy scores: CSS=28.8, Synergy_ZIP=-2.60, Synergy_Bliss=0.0618, Synergy_Loewe=-9.73, Synergy_HSA=1.55. (7) Drug 1: CCCCCOC(=O)NC1=NC(=O)N(C=C1F)C2C(C(C(O2)C)O)O. Drug 2: C1CNP(=O)(OC1)N(CCCl)CCCl. Cell line: K-562. Synergy scores: CSS=5.43, Synergy_ZIP=-2.16, Synergy_Bliss=-1.43, Synergy_Loewe=-0.936, Synergy_HSA=-0.982.